The task is: Predict the reaction yield, written as a fraction of the theoretical maximum amount of product (1.0 means a 100% yield; for example, 0.34 means a 34% yield).. This data is from Reaction yield outcomes from USPTO patents with 853,638 reactions. (1) The reactants are [Br:1][C:2]1[CH:14]=[CH:13][C:12]2[C:11]3[C:6](=[CH:7][C:8]([Br:15])=[CH:9][CH:10]=3)[C:5]([CH2:22][CH2:23][C:24]([O:26]C)=[O:25])([CH2:16][CH2:17][C:18]([O:20]C)=[O:19])[C:4]=2[CH:3]=1.C1COCC1.CO.[OH-].[Na+]. The catalyst is O. The product is [Br:1][C:2]1[CH:14]=[CH:13][C:12]2[C:11]3[C:6](=[CH:7][C:8]([Br:15])=[CH:9][CH:10]=3)[C:5]([CH2:16][CH2:17][C:18]([OH:20])=[O:19])([CH2:22][CH2:23][C:24]([OH:26])=[O:25])[C:4]=2[CH:3]=1. The yield is 0.900. (2) The reactants are [F:1][C:2]([F:7])([F:6])[C:3]([CH3:5])=O.[Cl:8][C:9]1[C:10](=[N:15][NH2:16])[NH:11][CH:12]=[CH:13][CH:14]=1. No catalyst specified. The product is [F:1][C:2]([F:7])([F:6])[C:3](=[N:16][N:15]=[C:10]1[C:9]([Cl:8])=[CH:14][CH:13]=[CH:12][NH:11]1)[CH3:5]. The yield is 0.660.